Dataset: Forward reaction prediction with 1.9M reactions from USPTO patents (1976-2016). Task: Predict the product of the given reaction. (1) Given the reactants F[P-](F)(F)(F)(F)F.CN(C(N1C2C(=NC=CC=2)[N+]([O-])=N1)=[N+](C)C)C.[F:25][C:26]1[CH:31]=[CH:30][CH:29]=[CH:28][C:27]=1[N:32]1[C:40]2[C:35](=[C:36]([N:41]3[CH2:48][C@@H:47]4[C@@H:43]([NH:44][CH2:45][CH2:46]4)[C:42]3=[O:49])[CH:37]=[CH:38][CH:39]=2)[CH:34]=[N:33]1.[O:50]1[CH2:54][CH2:53][C@@H:52]([C:55](O)=[O:56])[CH2:51]1.C(N(CC)CC)C, predict the reaction product. The product is: [F:25][C:26]1[CH:31]=[CH:30][CH:29]=[CH:28][C:27]=1[N:32]1[C:40]2[C:35](=[C:36]([N:41]3[CH2:48][C@@H:47]4[C@@H:43]([N:44]([C:55]([C@@H:52]5[CH2:53][CH2:54][O:50][CH2:51]5)=[O:56])[CH2:45][CH2:46]4)[C:42]3=[O:49])[CH:37]=[CH:38][CH:39]=2)[CH:34]=[N:33]1. (2) Given the reactants F[C:2]1[CH:7]=[C:6]([O:8][CH2:9][CH2:10][CH2:11][N:12]([CH2:15][CH3:16])[CH2:13][CH3:14])[CH:5]=[CH:4][C:3]=1[N+:17]([O-:19])=[O:18].C(=O)([O-])[O-].[NH4+:24].[NH4+].CCOC(C)=O, predict the reaction product. The product is: [N+:17]([C:3]1[CH:4]=[CH:5][C:6]([O:8][CH2:9][CH2:10][CH2:11][N:12]([CH2:15][CH3:16])[CH2:13][CH3:14])=[CH:7][C:2]=1[NH2:24])([O-:19])=[O:18]. (3) The product is: [NH:48]1[CH2:47][CH2:46][N:45]=[C:44]1[C:40]1[CH:39]=[C:38]([C:15]2[CH:16]=[C:17]3[C:9]([C:4]4[CH:5]=[CH:6][CH:7]=[CH:8][C:3]=4[O:2][CH3:1])=[CH:10][NH:11][C:12]3=[N:13][CH:14]=2)[CH:43]=[CH:42][CH:41]=1.[CH3:1][O:2][C:3]1[CH:8]=[CH:7][CH:6]=[CH:5][C:4]=1[C:9]1[C:17]2[C:12](=[N:13][CH:14]=[C:15]([C:38]3[CH:39]=[C:40]([C:44]4([OH:53])[NH:45][CH2:46][CH2:47][NH:48]4)[CH:41]=[CH:42][CH:43]=3)[CH:16]=2)[NH:11][CH:10]=1. Given the reactants [CH3:1][O:2][C:3]1[CH:8]=[CH:7][CH:6]=[CH:5][C:4]=1[C:9]1[C:17]2[C:12](=[N:13][CH:14]=[C:15](B3OC(C)(C)C(C)(C)O3)[CH:16]=2)[N:11](S(C2C=CC(C)=CC=2)(=O)=O)[CH:10]=1.I[C:38]1[CH:39]=[C:40]([C:44]2[NH:45][CH2:46][CH2:47][N:48]=2)[CH:41]=[CH:42][CH:43]=1.ClCCl.C(=O)(O)[O-:53].[Na+], predict the reaction product. (4) Given the reactants Br[C:2]1[CH:7]=[CH:6][C:5]([N:8]([CH3:26])[C:9]([N:11]2[CH2:16][CH2:15][CH:14]([C:17](=[O:25])[C:18]3[CH:23]=[CH:22][C:21](Br)=[CH:20][CH:19]=3)[CH2:13][CH2:12]2)=[O:10])=[CH:4][CH:3]=1.[CH3:27][O:28][CH2:29][CH2:30][N:31]1[CH:35]=[C:34](B2OC(C)(C)C(C)(C)O2)[CH:33]=[N:32]1.C(=O)([O-])[O-].[Cs+].[Cs+].ClCCl.O1[CH2:59][CH2:58][O:57][CH2:56]C1.O, predict the reaction product. The product is: [CH3:56][O:57][CH2:58][CH2:59][N:31]1[CH:35]=[C:34]([C:2]2[CH:3]=[CH:4][C:5]([N:8]([CH3:26])[C:9]([N:11]3[CH2:16][CH2:15][CH:14]([C:17](=[O:25])[C:18]4[CH:19]=[CH:20][C:21]([C:34]5[CH:33]=[N:32][N:31]([CH2:30][CH2:29][O:28][CH3:27])[CH:35]=5)=[CH:22][CH:23]=4)[CH2:13][CH2:12]3)=[O:10])=[CH:6][CH:7]=2)[CH:33]=[N:32]1. (5) Given the reactants [CH2:1]([C:5]1[C:9]([CH2:10][C:11]([OH:13])=[O:12])=[C:8]([CH3:14])[N:7]([C:15]2[CH:20]=[CH:19][CH:18]=[CH:17][CH:16]=2)[N:6]=1)[CH2:2]CC.[CH3:21]C(C)C(=O)CC(=O)C, predict the reaction product. The product is: [CH3:14][C:8]1[N:7]([C:15]2[CH:16]=[CH:17][CH:18]=[CH:19][CH:20]=2)[N:6]=[C:5]([CH:1]([CH3:2])[CH3:21])[C:9]=1[CH2:10][C:11]([OH:13])=[O:12]. (6) Given the reactants C([O:4][CH:5]1[C:9]2[N:10]=[CH:11][N:12]=[C:13]([N:14]3[C:34]4[C:29](=[CH:30][C:31]([Cl:35])=[CH:32][CH:33]=4)[C:16]4([CH2:21][CH2:20][N:19]([C:22]([O:24][C:25]([CH3:28])([CH3:27])[CH3:26])=[O:23])[CH2:18][CH2:17]4)[CH2:15]3)[C:8]=2[C@H:7]([CH3:36])[CH2:6]1)(=O)C.C1COCC1.O[Li].O, predict the reaction product. The product is: [Cl:35][C:31]1[CH:30]=[C:29]2[C:16]3([CH2:17][CH2:18][N:19]([C:22]([O:24][C:25]([CH3:28])([CH3:27])[CH3:26])=[O:23])[CH2:20][CH2:21]3)[CH2:15][N:14]([C:13]3[C:8]4[C@H:7]([CH3:36])[CH2:6][CH:5]([OH:4])[C:9]=4[N:10]=[CH:11][N:12]=3)[C:34]2=[CH:33][CH:32]=1. (7) Given the reactants [NH:1]1[C:9]2[C:4](=[CH:5][C:6](B(O)O)=[CH:7][CH:8]=2)[CH:3]=[CH:2]1.[CH3:13][O:14][C:15](=[O:24])[C:16]1[CH:21]=[CH:20][CH:19]=[C:18]([CH2:22]Br)[CH:17]=1.C1COCC1.C([O-])([O-])=O.[K+].[K+], predict the reaction product. The product is: [NH:1]1[C:9]2[C:4](=[CH:5][C:6]([CH2:22][C:18]3[CH:17]=[C:16]([CH:21]=[CH:20][CH:19]=3)[C:15]([O:14][CH3:13])=[O:24])=[CH:7][CH:8]=2)[CH:3]=[CH:2]1. (8) Given the reactants C(NC(C)C)(C)C.[Li]CCCC.[CH3:13][C:14]1[CH:19]=[CH:18][N:17]=[CH:16][CH:15]=1.[C:20](#N)[C:21]1[CH:26]=[CH:25][CH:24]=[CH:23][CH:22]=1.Br.C1C[O:32]CC1, predict the reaction product. The product is: [C:21]1([C:20](=[O:32])[CH2:13][C:14]2[CH:19]=[CH:18][N:17]=[CH:16][CH:15]=2)[CH:26]=[CH:25][CH:24]=[CH:23][CH:22]=1.